Dataset: Full USPTO retrosynthesis dataset with 1.9M reactions from patents (1976-2016). Task: Predict the reactants needed to synthesize the given product. (1) The reactants are: C(OC(=O)[NH:7][CH:8]1[CH2:13][CH2:12][N:11]([C:14]2[CH:15]=[N:16][C:17]([O:23][C:24]3[CH:29]=[CH:28][C:27]([O:30][C:31]4[CH:36]=[CH:35][CH:34]=[C:33]([F:37])[CH:32]=4)=[CH:26][CH:25]=3)=[C:18]([C:20](=[O:22])[NH2:21])[CH:19]=2)[CH2:10][CH2:9]1)(C)(C)C.C(Cl)Cl.Cl.O1CCOCC1. Given the product [NH2:7][CH:8]1[CH2:9][CH2:10][N:11]([C:14]2[CH:15]=[N:16][C:17]([O:23][C:24]3[CH:25]=[CH:26][C:27]([O:30][C:31]4[CH:36]=[CH:35][CH:34]=[C:33]([F:37])[CH:32]=4)=[CH:28][CH:29]=3)=[C:18]([C:20]([NH2:21])=[O:22])[CH:19]=2)[CH2:12][CH2:13]1, predict the reactants needed to synthesize it. (2) Given the product [P:11]([O:31][CH2:30][CH2:29][O:28][CH2:27][CH2:26][O:25][CH3:24])([O:65][C:62]([C:59]1[N:58]=[CH:57][C:56]([C:54]2[C:53]([F:66])=[C:52]([C@H:67]3[CH2:71][CH2:70][CH2:69][O:68]3)[C:50]3[NH:51][C:47]([NH:46][C:44]([NH:43][CH2:41][CH3:42])=[O:45])=[N:48][C:49]=3[CH:55]=2)=[CH:61][N:60]=1)([CH3:64])[CH3:63])([O:12][CH2:13][CH2:14][C:15]#[N:16])=[O:80], predict the reactants needed to synthesize it. The reactants are: CCN(C(C)C)C(C)C.Cl[P:11](N(C(C)C)C(C)C)[O:12][CH2:13][CH2:14][C:15]#[N:16].[CH3:24][O:25][CH2:26][CH2:27][O:28][CH2:29][CH2:30][OH:31].N1C=NN=N1.P(N)([O-])[O-].[CH2:41]([NH:43][C:44]([NH:46][C:47]1[NH:51][C:50]2[C:52]([C@H:67]3[CH2:71][CH2:70][CH2:69][O:68]3)=[C:53]([F:66])[C:54]([C:56]3[CH:57]=[N:58][C:59]([C:62]([OH:65])([CH3:64])[CH3:63])=[N:60][CH:61]=3)=[CH:55][C:49]=2[N:48]=1)=[O:45])[CH3:42].C1C=C(Cl)C=C(C(OO)=[O:80])C=1. (3) Given the product [NH:17]=[C:15]1[N:14]([CH2:13][C@H:9]2[CH2:10][CH2:11][CH2:12][O:8]2)[C:4]([CH3:5])=[C:3]([C:2](=[O:7])[CH3:1])[S:16]1, predict the reactants needed to synthesize it. The reactants are: [CH3:1][C:2](=[O:7])[CH2:3][C:4](=O)[CH3:5].[O:8]1[CH2:12][CH2:11][CH2:10][C@@H:9]1[CH2:13][NH:14][C:15]([NH2:17])=[S:16].CS(C)=O.Cl. (4) Given the product [CH3:16][O:17][C:18]1[CH:19]=[CH:20][C:21]([CH2:22][N:23]2[CH:27]=[N:26][C:25]([NH:28][C:2]3[CH:3]=[CH:4][C:5]([N:10]4[CH:14]=[C:13]([CH3:15])[N:12]=[CH:11]4)=[C:6]([CH:9]=3)[C:7]#[N:8])=[N:24]2)=[CH:29][CH:30]=1, predict the reactants needed to synthesize it. The reactants are: Br[C:2]1[CH:3]=[CH:4][C:5]([N:10]2[CH:14]=[C:13]([CH3:15])[N:12]=[CH:11]2)=[C:6]([CH:9]=1)[C:7]#[N:8].[CH3:16][O:17][C:18]1[CH:30]=[CH:29][C:21]([CH2:22][N:23]2[CH:27]=[N:26][C:25]([NH2:28])=[N:24]2)=[CH:20][CH:19]=1. (5) Given the product [CH3:1][C:2]1[O:6][N:5]=[C:4]([C:7]2[CH:12]=[CH:11][C:10]([NH:13][NH2:14])=[CH:9][CH:8]=2)[N:3]=1, predict the reactants needed to synthesize it. The reactants are: [CH3:1][C:2]1[O:6][N:5]=[C:4]([C:7]2[CH:12]=[CH:11][C:10]([NH2:13])=[CH:9][CH:8]=2)[N:3]=1.[N:14]([O-])=O.[Na+].O.O.[Sn](Cl)(Cl)(Cl)Cl.N. (6) Given the product [CH3:13][N:14]1[CH:18]=[C:17]([CH:19]=[C:9]2[C:10](=[O:11])[O:12][C:6]([C:2]3[S:1][CH:5]=[CH:4][CH:3]=3)=[N:8]2)[C:16]([CH3:21])=[N:15]1, predict the reactants needed to synthesize it. The reactants are: [S:1]1[CH:5]=[CH:4][CH:3]=[C:2]1[C:6]([NH:8][CH2:9][C:10]([OH:12])=[O:11])=O.[CH3:13][N:14]1[CH:18]=[C:17]([CH:19]=O)[C:16]([CH3:21])=[N:15]1.C([O-])(=O)C.[Na+].C(OC(=O)C)(=O)C. (7) Given the product [CH:1]1[C:10]2[C:5](=[CH:6][CH:7]=[CH:8][CH:9]=2)[CH:4]=[CH:3][C:2]=1[NH:11][C:12]1[C:20]2[C:19]3[CH2:21][N:22]([C:25](=[O:27])[CH3:26])[CH2:23][CH2:24][C:18]=3[NH:17][C:16]=2[N:15]=[CH:14][CH:13]=1, predict the reactants needed to synthesize it. The reactants are: [CH:1]1[C:10]2[C:5](=[CH:6][CH:7]=[CH:8][CH:9]=2)[CH:4]=[CH:3][C:2]=1[NH:11][C:12]1[C:20]2[C:19]3[CH2:21][NH:22][CH2:23][CH2:24][C:18]=3[NH:17][C:16]=2[N:15]=[CH:14][CH:13]=1.[C:25](OC(=O)C)(=[O:27])[CH3:26].C(N(CC)CC)C. (8) Given the product [C:52]([N:55]1[CH2:56][CH2:57][CH:58]([C:61]([N:21]2[CH2:22][C:17]3[C:16]([N:23]4[CH2:28][CH2:27][O:26][CH2:25][C@@H:24]4[CH3:29])=[N:15][C:14]([C:11]4[CH:12]=[CH:13][C:8]([NH:7][C:5]([NH:4][CH2:2][CH3:3])=[O:6])=[C:9]([F:30])[CH:10]=4)=[N:19][C:18]=3[CH2:20]2)=[O:62])[CH2:59][CH2:60]1)(=[O:54])[CH3:53], predict the reactants needed to synthesize it. The reactants are: Cl.[CH2:2]([NH:4][C:5]([NH:7][C:8]1[CH:13]=[CH:12][C:11]([C:14]2[N:15]=[C:16]([N:23]3[CH2:28][CH2:27][O:26][CH2:25][C@@H:24]3[CH3:29])[C:17]3[CH2:22][NH:21][CH2:20][C:18]=3[N:19]=2)=[CH:10][C:9]=1[F:30])=[O:6])[CH3:3].CN1CCOCC1.C(Cl)CCl.C1C=CC2N(O)N=NC=2C=1.[C:52]([N:55]1[CH2:60][CH2:59][CH:58]([C:61](O)=[O:62])[CH2:57][CH2:56]1)(=[O:54])[CH3:53].